Dataset: Full USPTO retrosynthesis dataset with 1.9M reactions from patents (1976-2016). Task: Predict the reactants needed to synthesize the given product. (1) Given the product [NH2:16][C:14]1[CH:13]=[CH:12][N:11]=[C:10]([N:7]2[C:6]3[CH:17]=[C:2]([C:32]#[C:31][C:29]([C:25]4[S:24][CH:28]=[CH:27][N:26]=4)([OH:33])[CH3:30])[CH:3]=[CH:4][C:5]=3[N:9]=[CH:8]2)[N:15]=1, predict the reactants needed to synthesize it. The reactants are: Br[C:2]1[CH:3]=[CH:4][C:5]2[N:9]=[CH:8][N:7]([C:10]3[N:15]=[C:14]([NH2:16])[CH:13]=[CH:12][N:11]=3)[C:6]=2[CH:17]=1.N1CCCCC1.[S:24]1[CH:28]=[CH:27][N:26]=[C:25]1[C:29]([OH:33])([C:31]#[CH:32])[CH3:30]. (2) Given the product [C:1]([O:5][C:6]([N:8]1[CH2:17][CH2:16][C:15]2[C:10](=[CH:11][C:12]([C:28]3[N:36]4[C:31]([C:32]([NH2:37])=[N:33][CH:34]=[N:35]4)=[CH:30][CH:29]=3)=[CH:13][CH:14]=2)[CH2:9]1)=[O:7])([CH3:2])([CH3:3])[CH3:4], predict the reactants needed to synthesize it. The reactants are: [C:1]([O:5][C:6]([N:8]1[CH2:17][CH2:16][C:15]2[C:10](=[CH:11][C:12](B3OC(C)(C)C(C)(C)O3)=[CH:13][CH:14]=2)[CH2:9]1)=[O:7])([CH3:4])([CH3:3])[CH3:2].Br[C:28]1[N:36]2[C:31]([C:32]([NH2:37])=[N:33][CH:34]=[N:35]2)=[CH:30][CH:29]=1. (3) Given the product [N+:10]([C:3]1[CH:4]=[C:5]([C:6]#[N:7])[CH:8]=[CH:9][C:2]=1[C:13]1[CH:18]=[CH:17][CH:16]=[CH:15][CH:14]=1)([O-:12])=[O:11], predict the reactants needed to synthesize it. The reactants are: Cl[C:2]1[CH:9]=[CH:8][C:5]([C:6]#[N:7])=[CH:4][C:3]=1[N+:10]([O-:12])=[O:11].[C:13]1(B(O)O)[CH:18]=[CH:17][CH:16]=[CH:15][CH:14]=1.C1(P(C2CCCCC2)C2C=CC=CC=2C2C(OC)=CC=CC=2OC)CCCCC1.O.[O-]P([O-])([O-])=O.[K+].[K+].[K+]. (4) Given the product [ClH:29].[CH2:24]([C:8]1[N:7]=[CH:6][C:5]([CH2:4][C:3]([OH:26])=[O:2])=[CH:10][C:9]=1[CH2:11][C:12]1[S:13][C:14]2[C:20]([F:21])=[CH:19][C:18]([F:22])=[C:17]([F:23])[C:15]=2[N:16]=1)[CH3:25], predict the reactants needed to synthesize it. The reactants are: C[O:2][C:3](=[O:26])[CH2:4][C:5]1[CH:6]=[N:7][C:8]([CH2:24][CH3:25])=[C:9]([CH2:11][C:12]2[S:13][C:14]3[C:20]([F:21])=[CH:19][C:18]([F:22])=[C:17]([F:23])[C:15]=3[N:16]=2)[CH:10]=1.[OH-].[Na+].[ClH:29]. (5) Given the product [CH2:17]([NH:21][S:22]([C:25]1[CH:30]=[CH:29][C:28]([N:31]2[CH2:36][CH2:35][CH:34]([NH:1][CH2:2][C@H:3]([OH:16])[CH2:4][O:5][C:6]3[C:14]4[NH:13][C:12](=[O:15])[NH:11][C:10]=4[CH:9]=[CH:8][CH:7]=3)[CH2:33][CH2:32]2)=[CH:27][CH:26]=1)(=[O:23])=[O:24])[CH2:18][CH2:19][CH3:20], predict the reactants needed to synthesize it. The reactants are: [NH2:1][CH2:2][C@H:3]([OH:16])[CH2:4][O:5][C:6]1[C:14]2[NH:13][C:12](=[O:15])[NH:11][C:10]=2[CH:9]=[CH:8][CH:7]=1.[CH2:17]([NH:21][S:22]([C:25]1[CH:30]=[CH:29][C:28]([N:31]2[CH2:36][CH2:35][C:34](=O)[CH2:33][CH2:32]2)=[CH:27][CH:26]=1)(=[O:24])=[O:23])[CH2:18][CH2:19][CH3:20]. (6) Given the product [CH:14]1([NH:22][C:11]([C:2]2[CH:3]=[N:4][C:5]3[C:10](=[CH:9][CH:8]=[CH:7][CH:6]=3)[N:1]=2)=[O:12])[CH2:21][CH2:20][CH2:19][CH2:18][CH2:17][CH2:16][CH2:15]1, predict the reactants needed to synthesize it. The reactants are: [N:1]1[C:10]2[C:5](=[CH:6][CH:7]=[CH:8][CH:9]=2)[N:4]=[CH:3][C:2]=1[C:11](Cl)=[O:12].[CH:14]1([NH2:22])[CH2:21][CH2:20][CH2:19][CH2:18][CH2:17][CH2:16][CH2:15]1.N1C=CC=CC=1. (7) The reactants are: [F:1][C:2]1[CH:11]=[CH:10][C:9]([O:12][CH2:13][CH2:14][CH3:15])=[C:8]2[C:3]=1[C:4](=[O:28])[C:5]([C:20]1[CH:25]=[CH:24][C:23]([O:26][CH3:27])=[CH:22][CH:21]=1)=[C:6]([C:16](OC)=[O:17])[NH:7]2.[OH-].[Na+]. Given the product [F:1][C:2]1[CH:11]=[CH:10][C:9]([O:12][CH2:13][CH2:14][CH3:15])=[C:8]2[C:3]=1[C:4](=[O:28])[C:5]([C:20]1[CH:21]=[CH:22][C:23]([O:26][CH3:27])=[CH:24][CH:25]=1)=[C:6]([CH2:16][OH:17])[NH:7]2, predict the reactants needed to synthesize it.